This data is from Catalyst prediction with 721,799 reactions and 888 catalyst types from USPTO. The task is: Predict which catalyst facilitates the given reaction. (1) Reactant: Cl[C:2]1[C:3]2[N:10]([CH3:11])[C:9]([Cl:12])=[CH:8][C:4]=2[N:5]=[CH:6][N:7]=1.[Cl:13][C:14]1[CH:15]=[C:16]([CH:18]=[CH:19][C:20]=1[O:21][C:22]1[CH:27]=[CH:26][CH:25]=[C:24]([C:28]([F:31])([F:30])[F:29])[CH:23]=1)[NH2:17]. Product: [Cl:12][C:9]1[N:10]([CH3:11])[C:3]2[C:2]([NH:17][C:16]3[CH:18]=[CH:19][C:20]([O:21][C:22]4[CH:27]=[CH:26][CH:25]=[C:24]([C:28]([F:29])([F:30])[F:31])[CH:23]=4)=[C:14]([Cl:13])[CH:15]=3)=[N:7][CH:6]=[N:5][C:4]=2[CH:8]=1. The catalyst class is: 32. (2) Reactant: Br[C:2]1[CH:7]=[CH:6][C:5]([CH2:8][CH2:9][CH2:10][CH3:11])=[CH:4][CH:3]=1.[B:12]1([B:12]2[O:16][C:15]([CH3:18])([CH3:17])[C:14]([CH3:20])([CH3:19])[O:13]2)[O:16][C:15]([CH3:18])([CH3:17])[C:14]([CH3:20])([CH3:19])[O:13]1.CC([O-])=O.[K+]. Product: [CH2:8]([C:5]1[CH:6]=[CH:7][C:2]([B:12]2[O:16][C:15]([CH3:18])([CH3:17])[C:14]([CH3:20])([CH3:19])[O:13]2)=[CH:3][CH:4]=1)[CH2:9][CH2:10][CH3:11]. The catalyst class is: 75. (3) Reactant: [CH2:1]([S:8]([N:11]1[CH2:16][CH2:15][CH:14]([CH2:17][N:18]2[C:26]3[C:21](=[N:22][C:23]([C:27]4[CH:28]=[N:29][N:30](C5CCCCO5)[CH:31]=4)=[CH:24][CH:25]=3)[CH:20]=[CH:19]2)[CH2:13][CH2:12]1)(=[O:10])=[O:9])[C:2]1[CH:7]=[CH:6][CH:5]=[CH:4][CH:3]=1.O.C1(C)C=CC(S(O)(=O)=O)=CC=1. Product: [CH2:1]([S:8]([N:11]1[CH2:16][CH2:15][CH:14]([CH2:17][N:18]2[C:26]3[C:21](=[N:22][C:23]([C:27]4[CH:28]=[N:29][NH:30][CH:31]=4)=[CH:24][CH:25]=3)[CH:20]=[CH:19]2)[CH2:13][CH2:12]1)(=[O:10])=[O:9])[C:2]1[CH:3]=[CH:4][CH:5]=[CH:6][CH:7]=1. The catalyst class is: 138. (4) Reactant: [CH3:1][O:2][C:3]([C:5]1[CH:13]=[C:12]2[C:8]([C:9]([CH:15]3[CH2:20][CH2:19][CH2:18][CH2:17][CH2:16]3)=[C:10](Br)[NH:11]2)=[CH:7][CH:6]=1)=[O:4].N1C2C(=CC=C(C(OC)=O)C=2)C=C1.[CH3:34][O:35][C:36]1[CH:41]=[CH:40][C:39](B(O)O)=[C:38]([CH2:45][O:46][Si:47]([CH:54]([CH3:56])[CH3:55])([CH:51]([CH3:53])[CH3:52])[CH:48]([CH3:50])[CH3:49])[CH:37]=1.C(=O)([O-])[O-].[Na+].[Na+]. Product: [CH:15]1([C:9]2[C:8]3[C:12](=[CH:13][C:5]([C:3]([O:2][CH3:1])=[O:4])=[CH:6][CH:7]=3)[NH:11][C:10]=2[C:39]2[CH:40]=[CH:41][C:36]([O:35][CH3:34])=[CH:37][C:38]=2[CH2:45][O:46][Si:47]([CH:48]([CH3:50])[CH3:49])([CH:54]([CH3:56])[CH3:55])[CH:51]([CH3:53])[CH3:52])[CH2:20][CH2:19][CH2:18][CH2:17][CH2:16]1. The catalyst class is: 184. (5) Reactant: [CH3:1][C:2]1[CH:3]=[CH:4][C:5]([C:9]2[N:14]=[CH:13][CH:12]=[CH:11][N:10]=2)=[N+:6]([O-])[CH:7]=1.C[Si]([C:19]#[N:20])(C)C.CN(C)C(Cl)=O.C(Cl)Cl.CO. The catalyst class is: 463. Product: [CH3:1][C:2]1[C:7]([C:19]#[N:20])=[N:6][C:5]([C:9]2[N:14]=[CH:13][CH:12]=[CH:11][N:10]=2)=[CH:4][CH:3]=1.